Dataset: Forward reaction prediction with 1.9M reactions from USPTO patents (1976-2016). Task: Predict the product of the given reaction. (1) The product is: [OH:10][C@@H:7]([CH2:8][CH3:9])[C@H:2]([CH3:1])[C:3](=[O:6])[CH2:4][CH3:5]. Given the reactants [CH3:1][CH:2]([C:7](=[O:10])[CH2:8][CH3:9])[C:3](=[O:6])[CH2:4][CH3:5].[Na+].[Cl-].O=C[C@@H]([C@H]([C@@H]([C@@H](CO)O)O)O)O.[OH-].[Na+], predict the reaction product. (2) Given the reactants [F:1][C:2]1[CH:30]=[CH:29][C:5]([CH2:6][N:7]2[C:11]3=[CH:12][N:13]=[C:14]([C:24]([O:26][CH2:27][CH3:28])=[O:25])[C:15](OS(C(F)(F)F)(=O)=O)=[C:10]3[CH:9]=[CH:8]2)=[CH:4][CH:3]=1.[CH2:31]([O:34][Si](C)(C)C)[C:32]#[CH:33].[Cl-].[Li+].C(N(CC)CC)C, predict the reaction product. The product is: [F:1][C:2]1[CH:3]=[CH:4][C:5]([CH2:6][N:7]2[C:11]3=[CH:12][N:13]=[C:14]([C:24]([O:26][CH2:27][CH3:28])=[O:25])[C:15]([C:33]#[C:32][CH2:31][OH:34])=[C:10]3[CH:9]=[CH:8]2)=[CH:29][CH:30]=1. (3) Given the reactants [O:1]1[C@H:8]([CH2:9][OH:10])[C@@H:6]([OH:7])[C@H:4]([OH:5])[CH:3]=[CH:2]1.S(=O)(=O)(O)[OH:12], predict the reaction product. The product is: [CH2:3]([C@@H:4]([OH:5])[C@H:6]([OH:7])[C@H:8]([OH:1])[CH2:9][OH:10])[CH:2]=[O:12]. (4) Given the reactants I[C:2]1[NH:3][CH:4]=[CH:5][N:6]=1.Cl.[NH2:8][C:9]1[CH:10]=[C:11](B(O)O)[CH:12]=[CH:13][C:14]=1[CH3:15].CC([O-])=O.[K+], predict the reaction product. The product is: [NH:6]1[CH:5]=[CH:4][N:3]=[C:2]1[C:11]1[CH:12]=[CH:13][C:14]([CH3:15])=[C:9]([CH:10]=1)[NH2:8]. (5) Given the reactants [NH2:1][C:2]1[CH:3]=[C:4]([C:8]2[S:12][C:11]([C:13]3[CH:14]=[C:15]4[C:20](=[CH:21][CH:22]=3)[C:19](=[O:23])[NH:18][CH2:17][CH2:16]4)=[CH:10][CH:9]=2)[CH:5]=[N:6][CH:7]=1.[F:24][C:25]1[CH:30]=[C:29]([F:31])[CH:28]=[CH:27][C:26]=1[S:32](Cl)(=[O:34])=[O:33], predict the reaction product. The product is: [F:24][C:25]1[CH:30]=[C:29]([F:31])[CH:28]=[CH:27][C:26]=1[S:32]([NH:1][C:2]1[CH:7]=[N:6][CH:5]=[C:4]([C:8]2[S:12][C:11]([C:13]3[CH:14]=[C:15]4[C:20](=[CH:21][CH:22]=3)[C:19](=[O:23])[NH:18][CH2:17][CH2:16]4)=[CH:10][CH:9]=2)[CH:3]=1)(=[O:34])=[O:33]. (6) Given the reactants Cl.[N:2]1[N:3]=[C:4]([C:7]2[CH:12]=[CH:11][C:10]([C:13]3[N:18]=[C:17]4[N:19]([CH2:23][CH2:24][N:25]5[CH2:30][CH2:29][CH2:28][CH2:27][CH2:26]5)[C:20](=[O:22])[NH:21][C:16]4=[N:15][CH:14]=3)=[CH:9][CH:8]=2)[NH:5][CH:6]=1.Cl.O=C1NC2=NC=C(C3C=CC(C(=N)OCC)=CC=3)N=C2N1CCN1CCCCC1.C(NN)=O.C(N(CC)CC)C.Cl, predict the reaction product. The product is: [N:2]1[N:3]=[C:4]([C:7]2[CH:8]=[CH:9][C:10]([C:13]3[N:18]=[C:17]4[N:19]([CH2:23][CH2:24][N:25]5[CH2:26][CH2:27][CH2:28][CH2:29][CH2:30]5)[C:20](=[O:22])[NH:21][C:16]4=[N:15][CH:14]=3)=[CH:11][CH:12]=2)[NH:5][CH:6]=1. (7) Given the reactants [NH:1]1[C:9]2[C:4](=[N:5][CH:6]=[CH:7][CH:8]=2)[CH:3]=[CH:2]1.C[Mg]I.[C:13](Cl)(=[O:17])[C:14](Cl)=[O:15].[N:19]1C=CC=CC=1.N, predict the reaction product. The product is: [O:15]=[C:14]([C:3]1[C:4]2=[N:5][CH:6]=[CH:7][CH:8]=[C:9]2[NH:1][CH:2]=1)[C:13]([NH2:19])=[O:17].